From a dataset of Reaction yield outcomes from USPTO patents with 853,638 reactions. Predict the reaction yield, written as a fraction of the theoretical maximum amount of product (1.0 means a 100% yield; for example, 0.34 means a 34% yield). The reactants are [CH3:1][O:2][C:3]1[CH:4]=[C:5]2[C:10](=[CH:11][CH:12]=1)[C:9](=[CH:13][C:14]([O:16][CH2:17][CH3:18])=[O:15])[CH2:8][CH2:7][CH2:6]2.[H][H]. The catalyst is C(O)C.[Pd]. The product is [CH3:1][O:2][C:3]1[CH:4]=[C:5]2[C:10](=[CH:11][CH:12]=1)[CH:9]([CH2:13][C:14]([O:16][CH2:17][CH3:18])=[O:15])[CH2:8][CH2:7][CH2:6]2. The yield is 0.887.